Dataset: Forward reaction prediction with 1.9M reactions from USPTO patents (1976-2016). Task: Predict the product of the given reaction. (1) Given the reactants [Cl:1][C:2]1[CH:7]=[C:6]([Cl:8])[CH:5]=[C:4]([C:9]([C:11]([F:14])([F:13])[F:12])=[CH2:10])[C:3]=1[F:15].CO[CH2:18][N:19]([CH2:25][C:26]1[CH:31]=[CH:30][CH:29]=[CH:28][CH:27]=1)[CH2:20][Si](C)(C)C.FC(F)(F)C(O)=O, predict the reaction product. The product is: [CH2:25]([N:19]1[CH2:20][CH2:10][C:9]([C:4]2[CH:5]=[C:6]([Cl:8])[CH:7]=[C:2]([Cl:1])[C:3]=2[F:15])([C:11]([F:14])([F:13])[F:12])[CH2:18]1)[C:26]1[CH:31]=[CH:30][CH:29]=[CH:28][CH:27]=1. (2) Given the reactants [Cl:1][C:2]1[S:6][C:5]([C:7]2[CH:11]=[CH:10][N:9]([CH2:12][CH:13]([CH3:15])[CH3:14])[N:8]=2)=[CH:4][CH:3]=1.[Br:16]N1C(=O)CCC1=O, predict the reaction product. The product is: [Br:16][C:11]1[C:7]([C:5]2[S:6][C:2]([Cl:1])=[CH:3][CH:4]=2)=[N:8][N:9]([CH2:12][CH:13]([CH3:15])[CH3:14])[CH:10]=1. (3) Given the reactants Cl.[NH2:2][C@@H:3]1[C:9](=[O:10])[N:8]([CH2:11][C:12]2[C:21]3[C:16](=[CH:17][CH:18]=[CH:19][CH:20]=3)[CH:15]=[CH:14][C:13]=2[CH3:22])[C:7]2[CH:23]=[CH:24][C:25]([C:27]#[N:28])=[CH:26][C:6]=2[NH:5][CH2:4]1.[N:29]([C:36]([O:38][C:39]([CH3:42])([CH3:41])[CH3:40])=[O:37])([CH3:35])[C@H:30]([C:32](O)=[O:33])[CH3:31].C1C=CC2N(O)N=NC=2C=1.CCN(C(C)C)C(C)C.CN(C(ON1N=NC2C=CC=CC1=2)=[N+](C)C)C.F[P-](F)(F)(F)(F)F, predict the reaction product. The product is: [C:39]([O:38][C:36](=[O:37])[N:29]([C@H:30]([C:32](=[O:33])[NH:2][C@@H:3]1[C:9](=[O:10])[N:8]([CH2:11][C:12]2[C:21]3[C:16](=[CH:17][CH:18]=[CH:19][CH:20]=3)[CH:15]=[CH:14][C:13]=2[CH3:22])[C:7]2[CH:23]=[CH:24][C:25]([C:27]#[N:28])=[CH:26][C:6]=2[NH:5][CH2:4]1)[CH3:31])[CH3:35])([CH3:40])([CH3:41])[CH3:42]. (4) Given the reactants [NH:1]([C:3]1[N:8]([CH2:9][CH:10]([CH3:12])[CH3:11])[C:7](=[O:13])[NH:6][C:5](=[O:14])[CH:4]=1)[NH2:2].[S:15]1[C:19]2[CH:20]=[CH:21][CH:22]=[CH:23][C:18]=2[C:17]([CH:24]=O)=[CH:16]1.[CH3:26][N:27]1[CH:31]=[CH:30][CH:29]=[C:28]1[CH:32]=O, predict the reaction product. The product is: [S:15]1[C:19]2[CH:20]=[CH:21][CH:22]=[CH:23][C:18]=2[C:17]([CH2:24][N:2]2[C:32]([C:28]3[N:27]([CH3:26])[CH:31]=[CH:30][CH:29]=3)=[C:4]3[C:3]([N:8]([CH2:9][CH:10]([CH3:11])[CH3:12])[C:7](=[O:13])[NH:6][C:5]3=[O:14])=[N:1]2)=[CH:16]1. (5) Given the reactants [CH:1]1([C@@H:5]([N:7]([CH2:26][C:27]2[CH:32]=[CH:31][C:30]([NH:33]C(=O)OC(C)(C)C)=[CH:29][CH:28]=2)[C:8](=[O:25])[CH2:9][N:10]2[C:22](=[O:23])[C@:13]3([C:21]4[C:16](=[CH:17][CH:18]=[CH:19][CH:20]=4)[CH2:15][CH2:14]3)[NH:12][C:11]2=[O:24])[CH3:6])[CH2:4][CH2:3][CH2:2]1.C(O)(C(F)(F)F)=O, predict the reaction product. The product is: [NH2:33][C:30]1[CH:29]=[CH:28][C:27]([CH2:26][N:7]([C@H:5]([CH:1]2[CH2:2][CH2:3][CH2:4]2)[CH3:6])[C:8](=[O:25])[CH2:9][N:10]2[C:22](=[O:23])[C@:13]3([C:21]4[C:16](=[CH:17][CH:18]=[CH:19][CH:20]=4)[CH2:15][CH2:14]3)[NH:12][C:11]2=[O:24])=[CH:32][CH:31]=1. (6) Given the reactants [NH2:1][C@@H:2]([C:6]([OH:9])([CH3:8])[CH3:7])[C:3]([OH:5])=[O:4].[CH:10](=O)[C:11]1[CH:16]=[CH:15][CH:14]=[CH:13][CH:12]=1.[BH4-].[Na+], predict the reaction product. The product is: [CH2:10]([NH:1][C@@H:2]([C:6]([OH:9])([CH3:8])[CH3:7])[C:3]([OH:5])=[O:4])[C:11]1[CH:16]=[CH:15][CH:14]=[CH:13][CH:12]=1. (7) Given the reactants [OH-].[NH4+:2].[O-][N+:4]1[C:13]2[C:8](=[CH:9][CH:10]=[CH:11][CH:12]=2)[C:7]2[N:14]3[CH2:20][CH2:19][N:18]([C:21]([O:23][C:24]([CH3:27])([CH3:26])[CH3:25])=[O:22])[CH2:17][C:15]3=[N:16][C:6]=2[CH:5]=1.C1(C)C=CC(S(Cl)(=O)=O)=CC=1, predict the reaction product. The product is: [NH2:2][C:5]1[C:6]2[N:16]=[C:15]3[CH2:17][N:18]([C:21]([O:23][C:24]([CH3:27])([CH3:26])[CH3:25])=[O:22])[CH2:19][CH2:20][N:14]3[C:7]=2[C:8]2[C:13](=[CH:12][CH:11]=[CH:10][CH:9]=2)[N:4]=1.